The task is: Regression. Given two drug SMILES strings and cell line genomic features, predict the synergy score measuring deviation from expected non-interaction effect.. This data is from NCI-60 drug combinations with 297,098 pairs across 59 cell lines. Drug 1: C1=CC(=CC=C1CCCC(=O)O)N(CCCl)CCCl. Drug 2: C(CN)CNCCSP(=O)(O)O. Cell line: EKVX. Synergy scores: CSS=1.57, Synergy_ZIP=0.548, Synergy_Bliss=-0.835, Synergy_Loewe=-7.92, Synergy_HSA=-4.85.